Dataset: Full USPTO retrosynthesis dataset with 1.9M reactions from patents (1976-2016). Task: Predict the reactants needed to synthesize the given product. (1) Given the product [OH:4][C:5]1[C:6]([CH3:17])=[C:7]2[C:8](=[C:9]([CH3:12])[C:10]=1[CH3:11])[O:13][C:18]1([CH2:21][CH2:20][CH2:19]1)[CH2:15][C:14]2=[O:16], predict the reactants needed to synthesize it. The reactants are: C([O:4][C:5]1[C:10]([CH3:11])=[C:9]([CH3:12])[C:8]([OH:13])=[C:7]([C:14](=[O:16])[CH3:15])[C:6]=1[CH3:17])(=O)C.[C:18]1(=O)[CH2:21][CH2:20][CH2:19]1.N1CCCC1.Cl. (2) Given the product [NH2:1][C:2]1[C:7]([C:8]([C:10]2[CH:15]=[C:14]([F:16])[CH:13]=[CH:12][C:11]=2[O:17][CH3:18])=[O:9])=[CH:6][N:5]=[C:4]([NH:19][CH:20]2[CH2:25][CH2:24][N:23]([S:26]([CH2:29][CH2:30][CH2:31][N:39]3[CH2:40][CH2:41][N:36]([CH2:35][CH2:34][OH:33])[CH2:37][CH2:38]3)(=[O:28])=[O:27])[CH2:22][CH2:21]2)[N:3]=1, predict the reactants needed to synthesize it. The reactants are: [NH2:1][C:2]1[C:7]([C:8]([C:10]2[CH:15]=[C:14]([F:16])[CH:13]=[CH:12][C:11]=2[O:17][CH3:18])=[O:9])=[CH:6][N:5]=[C:4]([NH:19][CH:20]2[CH2:25][CH2:24][N:23]([S:26]([CH2:29][CH2:30][CH2:31]Cl)(=[O:28])=[O:27])[CH2:22][CH2:21]2)[N:3]=1.[OH:33][CH2:34][CH2:35][N:36]1[CH2:41][CH2:40][NH:39][CH2:38][CH2:37]1. (3) Given the product [CH2:2]([O:9][C:10]1[C:11]([C:24]([O:26][C:27]([CH3:30])([CH3:29])[CH3:28])=[O:25])=[N:12][C:13]([CH2:17][CH:18]2[CH2:23][CH2:22][N:21]([C:32]3[CH:37]=[CH:36][C:35]([Br:38])=[CH:34][N:33]=3)[CH2:20][CH2:19]2)=[N:14][C:15]=1[CH3:16])[C:3]1[CH:4]=[CH:5][CH:6]=[CH:7][CH:8]=1, predict the reactants needed to synthesize it. The reactants are: Cl.[CH2:2]([O:9][C:10]1[C:11]([C:24]([O:26][C:27]([CH3:30])([CH3:29])[CH3:28])=[O:25])=[N:12][C:13]([CH2:17][CH:18]2[CH2:23][CH2:22][NH:21][CH2:20][CH2:19]2)=[N:14][C:15]=1[CH3:16])[C:3]1[CH:8]=[CH:7][CH:6]=[CH:5][CH:4]=1.Br[C:32]1[CH:37]=[CH:36][C:35]([Br:38])=[CH:34][N:33]=1.C(=O)([O-])[O-].[K+].[K+]. (4) Given the product [C:11]1([N:10]2[C:9]3[CH:8]=[C:5]([C:6]#[N:7])[C:4]([C:17]#[N:18])=[CH:3][C:2]=3[N:1]=[CH:19]2)[CH:16]=[CH:15][CH:14]=[CH:13][CH:12]=1, predict the reactants needed to synthesize it. The reactants are: [NH2:1][C:2]1[CH:3]=[C:4]([C:17]#[N:18])[C:5](=[CH:8][C:9]=1[NH:10][C:11]1[CH:16]=[CH:15][CH:14]=[CH:13][CH:12]=1)[C:6]#[N:7].[CH:19](OCC)(OCC)OCC.Cl.CCOCC. (5) The reactants are: C(OC(=O)[NH:7][CH2:8][C:9](=[O:29])[N:10]([CH:12]1[CH2:16][CH2:15][N:14]([C:17]2[C:26]3[C:21](=[CH:22][CH:23]=[C:24]([O:27][CH3:28])[N:25]=3)[N:20]=[CH:19][CH:18]=2)[CH2:13]1)[CH3:11])(C)(C)C.Cl.C(N(CC)CC)C.[O:39]=[C:40]1[CH2:45][O:44][C:43]2[CH:46]=[CH:47][C:48]([CH:50]=O)=[N:49][C:42]=2[NH:41]1.[BH4-].[Na+].C(=O)(O)[O-].[Na+]. Given the product [CH3:11][N:10]([CH:12]1[CH2:16][CH2:15][N:14]([C:17]2[C:26]3[C:21](=[CH:22][CH:23]=[C:24]([O:27][CH3:28])[N:25]=3)[N:20]=[CH:19][CH:18]=2)[CH2:13]1)[C:9](=[O:29])[CH2:8][NH:7][CH2:50][C:48]1[CH:47]=[CH:46][C:43]2[O:44][CH2:45][C:40](=[O:39])[NH:41][C:42]=2[N:49]=1, predict the reactants needed to synthesize it. (6) Given the product [CH:12]([C:15]1[CH:20]=[CH:19][CH:18]=[CH:17][N+:16]=1[O-:9])([CH3:14])[CH3:13], predict the reactants needed to synthesize it. The reactants are: C1C=C(Cl)C=C(C(OO)=[O:9])C=1.[CH:12]([C:15]1[CH:20]=[CH:19][CH:18]=[CH:17][N:16]=1)([CH3:14])[CH3:13].